Dataset: Full USPTO retrosynthesis dataset with 1.9M reactions from patents (1976-2016). Task: Predict the reactants needed to synthesize the given product. (1) Given the product [N:30]1([CH2:24][C:22]2[C:21]([CH3:26])=[N:20][N:19]([C:17]3[CH:16]=[CH:15][N:14]=[C:13]([NH:12][C:4]4[CH:5]=[C:6]([N+:9]([O-:11])=[O:10])[CH:7]=[CH:8][C:3]=4[O:2][CH3:1])[N:18]=3)[CH:23]=2)[CH2:31][CH2:35][CH2:33]1, predict the reactants needed to synthesize it. The reactants are: [CH3:1][O:2][C:3]1[CH:8]=[CH:7][C:6]([N+:9]([O-:11])=[O:10])=[CH:5][C:4]=1[NH:12][C:13]1[N:18]=[C:17]([N:19]2[CH:23]=[C:22]([CH:24]=O)[C:21]([CH3:26])=[N:20]2)[CH:16]=[CH:15][N:14]=1.C([N:30]([CH:33]([CH3:35])C)[CH2:31]C)(C)C.Cl.N1CCC1.C(O[BH-](OC(=O)C)OC(=O)C)(=O)C.[Na+]. (2) Given the product [ClH:37].[NH2:1][C:2]1[S:3][CH2:4][C@@H:5]2[CH2:10][N:9]([C:11]3[N:16]=[CH:15][C:14]([F:17])=[CH:13][N:12]=3)[CH2:8][C@:6]2([C:18]2[CH:19]=[C:20]([NH:25][C:26]([C:28]3[CH:33]=[CH:32][C:31]([F:34])=[CH:30][N:29]=3)=[O:27])[CH:21]=[CH:22][C:23]=2[F:24])[N:7]=1, predict the reactants needed to synthesize it. The reactants are: [NH2:1][C:2]1[S:3][CH2:4][CH:5]2[CH2:10][N:9]([C:11]3[N:16]=[CH:15][C:14]([F:17])=[CH:13][N:12]=3)[CH2:8][C:6]2([C:18]2[CH:19]=[C:20]([NH:25][C:26]([C:28]3[CH:33]=[CH:32][C:31]([F:34])=[CH:30][N:29]=3)=[O:27])[CH:21]=[CH:22][C:23]=2[F:24])[N:7]=1.CO.[ClH:37].C(OCC)C. (3) Given the product [Cl:19][C:17]1[CH:16]=[CH:15][C:14]2[N:8]([CH2:7][C:6]([CH3:50])([CH3:49])[CH2:5][OH:4])[C:9](=[O:48])[C@@H:10]([CH2:30][C:31]([NH:33][C:34]3[CH:39]=[CH:38][C:37]([CH2:40][CH2:41][C:42]([OH:44])=[O:43])=[CH:36][C:35]=3[CH3:47])=[O:32])[O:11][C@H:12]([C:20]3[CH:25]=[CH:24][CH:23]=[C:22]([O:26][CH3:27])[C:21]=3[O:28][CH3:29])[C:13]=2[CH:18]=1, predict the reactants needed to synthesize it. The reactants are: C([O:4][CH2:5][C:6]([CH3:50])([CH3:49])[CH2:7][N:8]1[C:14]2[CH:15]=[CH:16][C:17]([Cl:19])=[CH:18][C:13]=2[C@@H:12]([C:20]2[CH:25]=[CH:24][CH:23]=[C:22]([O:26][CH3:27])[C:21]=2[O:28][CH3:29])[O:11][C@H:10]([CH2:30][C:31]([NH:33][C:34]2[CH:39]=[CH:38][C:37]([CH2:40][CH2:41][C:42]([O:44]CC)=[O:43])=[CH:36][C:35]=2[CH3:47])=[O:32])[C:9]1=[O:48])(=O)C.[OH-].[Na+].C(O)C. (4) Given the product [C:9]([C:13]1[CH:18]=[CH:17][C:16]([C:2]2[CH:3]=[C:4]([CH:7]=[O:8])[S:5][CH:6]=2)=[CH:15][CH:14]=1)([CH3:12])([CH3:11])[CH3:10], predict the reactants needed to synthesize it. The reactants are: Br[C:2]1[CH:3]=[C:4]([CH:7]=[O:8])[S:5][CH:6]=1.[C:9]([C:13]1[CH:18]=[CH:17][C:16](B(O)O)=[CH:15][CH:14]=1)([CH3:12])([CH3:11])[CH3:10]. (5) Given the product [Cl:1][C:2]1[CH:3]=[C:4]([CH:12]=[CH:13][C:14]=1[CH:15]1[CH2:20][CH2:19][CH2:18][CH:17]([O:21][CH2:22][C:23]([CH3:25])=[CH2:24])[CH2:16]1)[C:5]([OH:7])=[O:6], predict the reactants needed to synthesize it. The reactants are: [Cl:1][C:2]1[CH:3]=[C:4]([CH:12]=[CH:13][C:14]=1[CH:15]1[CH2:20][CH2:19][CH2:18][CH:17]([O:21][CH2:22][C:23]([CH3:25])=[CH2:24])[CH2:16]1)[C:5]([O:7]CC(C)=C)=[O:6].O.[OH-].[Li+].ClCCl.Cl.